This data is from Full USPTO retrosynthesis dataset with 1.9M reactions from patents (1976-2016). The task is: Predict the reactants needed to synthesize the given product. (1) Given the product [Cl:1][C:2]1[C:7]([Cl:8])=[C:6]([Cl:9])[CH:5]=[CH:4][C:3]=1[O:10][C:12]1[CH:17]=[CH:16][CH:15]=[CH:14][C:13]=1[N+:18]([O-:20])=[O:19].[Cl:21][C:22]1[C:35]([Cl:36])=[C:34]([Cl:37])[CH:33]=[CH:32][C:23]=1[O:24][C:25]1[CH:31]=[CH:30][CH:29]=[CH:28][C:26]=1[NH:27][C:3]([NH:38][C:39]1[S:40][CH:41]=[CH:42][N:43]=1)=[O:10], predict the reactants needed to synthesize it. The reactants are: [Cl:1][C:2]1[C:7]([Cl:8])=[C:6]([Cl:9])[CH:5]=[CH:4][C:3]=1[OH:10].F[C:12]1[CH:17]=[CH:16][CH:15]=[CH:14][C:13]=1[N+:18]([O-:20])=[O:19].[Cl:21][C:22]1[C:35]([Cl:36])=[C:34]([Cl:37])[CH:33]=[CH:32][C:23]=1[O:24][C:25]1[CH:31]=[CH:30][CH:29]=[CH:28][C:26]=1[NH2:27].[NH2:38][C:39]1[S:40][CH:41]=[CH:42][N:43]=1. (2) Given the product [NH2:10][C:11]1[CH:16]=[CH:15][C:14]([O:17][C:18]2[N:19]=[CH:20][N:21]=[C:22]([NH:24][CH3:25])[CH:23]=2)=[C:13]([CH3:26])[CH:12]=1, predict the reactants needed to synthesize it. The reactants are: C(OC(=O)[NH:10][C:11]1[CH:16]=[CH:15][C:14]([O:17][C:18]2[CH:23]=[C:22]([NH:24][CH3:25])[N:21]=[CH:20][N:19]=2)=[C:13]([CH3:26])[CH:12]=1)C1C=CC=CC=1.CC(C)=O.C(Cl)Cl. (3) Given the product [CH2:1]([O:5][C:6]1[CH:11]=[CH:10][C:9]([CH:12]2[CH2:21][CH2:20][C:15](=[O:16])[CH2:14][CH2:13]2)=[C:8]([F:22])[C:7]=1[F:23])[CH2:2][CH2:3][CH3:4], predict the reactants needed to synthesize it. The reactants are: [CH2:1]([O:5][C:6]1[CH:11]=[CH:10][C:9]([CH:12]2[CH2:21][CH2:20][C:15]3(OCC[O:16]3)[CH2:14][CH2:13]2)=[C:8]([F:22])[C:7]=1[F:23])[CH2:2][CH2:3][CH3:4].C(O)=O.O. (4) The reactants are: [C:1]([O:5][C:6]([N:8]([CH3:40])[CH2:9][CH2:10][N:11]([CH3:39])[C:12](=[O:38])[CH2:13][N:14]1[C:22]2[C:17](=[CH:18][CH:19]=[C:20]([C:23](O)=[O:24])[CH:21]=2)[C:16]([CH:26]2[CH2:31][CH2:30][CH2:29][CH2:28][CH2:27]2)=[C:15]1[C:32]1[CH:37]=[CH:36][CH:35]=[CH:34][CH:33]=1)=[O:7])([CH3:4])([CH3:3])[CH3:2].[CH2:41]([NH:48][S:49]([CH2:52][CH2:53][CH2:54][Cl:55])(=[O:51])=[O:50])[C:42]1[CH:47]=[CH:46][CH:45]=[CH:44][CH:43]=1.CCN=C=NCCCN(C)C.Cl. Given the product [CH2:41]([N:48]([S:49]([CH2:52][CH2:53][CH2:54][Cl:55])(=[O:51])=[O:50])[C:23]([C:20]1[CH:21]=[C:22]2[C:17]([C:16]([CH:26]3[CH2:31][CH2:30][CH2:29][CH2:28][CH2:27]3)=[C:15]([C:32]3[CH:37]=[CH:36][CH:35]=[CH:34][CH:33]=3)[N:14]2[CH2:13][C:12]([N:11]([CH3:39])[CH2:10][CH2:9][N:8]([CH3:40])[C:6](=[O:7])[O:5][C:1]([CH3:2])([CH3:3])[CH3:4])=[O:38])=[CH:18][CH:19]=1)=[O:24])[C:42]1[CH:43]=[CH:44][CH:45]=[CH:46][CH:47]=1, predict the reactants needed to synthesize it. (5) Given the product [Br:1][C:2]1[CH:3]=[CH:4][C:5]([CH:8]([CH2:14][OH:15])[CH2:9][OH:10])=[CH:6][CH:7]=1, predict the reactants needed to synthesize it. The reactants are: [Br:1][C:2]1[CH:7]=[CH:6][C:5]([CH:8]([C:14](OCC)=[O:15])[C:9](OCC)=[O:10])=[CH:4][CH:3]=1.[H-].C([Al+]CC(C)C)C(C)C.CCCCCC.C(C(C(C([O-])=O)O)O)([O-])=O.[Na+].[K+]. (6) Given the product [CH2:15]([C:18]1[CH:19]=[C:20]([CH:28]([CH3:30])[CH3:29])[C:21]([N:22]=[C:1]2[C:11]3[C:12]4[C:7]([CH:8]=[CH:9][CH:10]=3)=[CH:6][CH:5]=[CH:4][C:3]=4[C:2]2=[N:22][C:21]2[C:23]([CH:25]([CH3:26])[CH3:27])=[CH:24][C:18]([CH2:15][CH:16]=[CH2:17])=[CH:19][C:20]=2[CH:28]([CH3:30])[CH3:29])=[C:23]([CH:25]([CH3:26])[CH3:27])[CH:24]=1)[CH:16]=[CH2:17], predict the reactants needed to synthesize it. The reactants are: [C:1]1(=O)[C:11]2=[C:12]3[C:7](=[CH:8][CH:9]=[CH:10]2)[CH:6]=[CH:5][CH:4]=[C:3]3[C:2]1=O.[CH2:15]([C:18]1[CH:24]=[C:23]([CH:25]([CH3:27])[CH3:26])[C:21]([NH2:22])=[C:20]([CH:28]([CH3:30])[CH3:29])[CH:19]=1)[CH:16]=[CH2:17]. (7) Given the product [OH:24][CH2:23][CH:22]([NH:21][C:18]([C:11]1[C:12]2[CH2:13][C@H:14]3[CH2:17][C@H:15]3[C:16]=2[N:9]([C:3]2[CH:4]=[CH:5][C:6]([F:8])=[CH:7][C:2]=2[F:1])[N:10]=1)=[O:20])[CH:25]1[CH2:30][CH2:29][O:28][CH2:27][CH2:26]1, predict the reactants needed to synthesize it. The reactants are: [F:1][C:2]1[CH:7]=[C:6]([F:8])[CH:5]=[CH:4][C:3]=1[N:9]1[C:16]2[C@@H:15]3[CH2:17][C@@H:14]3[CH2:13][C:12]=2[C:11]([C:18]([OH:20])=O)=[N:10]1.[NH2:21][CH:22]([CH:25]1[CH2:30][CH2:29][O:28][CH2:27][CH2:26]1)[CH2:23][OH:24].